Dataset: Full USPTO retrosynthesis dataset with 1.9M reactions from patents (1976-2016). Task: Predict the reactants needed to synthesize the given product. (1) The reactants are: [CH:1]1([C:7]2[N:11]([CH2:12][C:13]3[CH:21]=[CH:20][C:16]([C:17](O)=[O:18])=[CH:15][CH:14]=3)[N:10]=[C:9]([C:22]3[CH:27]=[CH:26][C:25]([O:28][C:29]([F:32])([F:31])[F:30])=[CH:24][CH:23]=3)[CH:8]=2)[CH2:6][CH2:5][CH2:4][CH2:3][CH2:2]1.C1C=CC2N(O)N=NC=2C=1.C(N(C(C)C)CC)(C)C.Cl.[CH2:53]([O:55][C:56](=[O:61])[C@H:57]([CH2:59][NH2:60])N)[CH3:54]. Given the product [CH:1]1([C:7]2[N:11]([CH2:12][C:13]3[CH:21]=[CH:20][C:16]([C:17]([NH:60][CH2:59][CH2:57][C:56]([O:55][CH2:53][CH3:54])=[O:61])=[O:18])=[CH:15][CH:14]=3)[N:10]=[C:9]([C:22]3[CH:27]=[CH:26][C:25]([O:28][C:29]([F:30])([F:31])[F:32])=[CH:24][CH:23]=3)[CH:8]=2)[CH2:6][CH2:5][CH2:4][CH2:3][CH2:2]1, predict the reactants needed to synthesize it. (2) Given the product [F:11][C:9]1[CH:10]=[C:6]2[C:4](=[O:3])[NH:37][C:13]([C:14]3[CH:15]=[CH:16][C:17]([CH:20]4[CH2:21][CH2:22][NH:23][CH2:24][CH2:25]4)=[CH:18][CH:19]=3)=[CH:12][N:7]2[CH:8]=1, predict the reactants needed to synthesize it. The reactants are: C([O:3][C:4]([C:6]1[N:7]([CH2:12][C:13](=O)[C:14]2[CH:19]=[CH:18][C:17]([CH:20]3[CH2:25][CH2:24][N:23](C(=O)C(F)(F)F)[CH2:22][CH2:21]3)=[CH:16][CH:15]=2)[CH:8]=[C:9]([F:11])[CH:10]=1)=O)C.C([O-])(=O)C.[NH4+:37].O. (3) Given the product [CH3:14][C:12]1[CH:11]=[C:10]([C:15]2[CH:20]=[CH:19][C:18]([C:21]([F:24])([F:23])[F:22])=[CH:17][CH:16]=2)[N:9]=[C:8]([C:6]2[CH:5]=[CH:4][N:3]=[C:2]([C:32]3[CH:31]=[CH:30][CH:29]=[C:28]([N+:25]([O-:27])=[O:26])[CH:33]=3)[CH:7]=2)[CH:13]=1, predict the reactants needed to synthesize it. The reactants are: Cl[C:2]1[CH:7]=[C:6]([C:8]2[CH:13]=[C:12]([CH3:14])[CH:11]=[C:10]([C:15]3[CH:20]=[CH:19][C:18]([C:21]([F:24])([F:23])[F:22])=[CH:17][CH:16]=3)[N:9]=2)[CH:5]=[CH:4][N:3]=1.[N+:25]([C:28]1[CH:29]=[C:30](B(O)O)[CH:31]=[CH:32][CH:33]=1)([O-:27])=[O:26]. (4) The reactants are: FC(F)(F)S(O[C:7]1[N:8]=[C:9]([N:32]2[CH2:37][CH2:36][O:35][CH2:34][CH2:33]2)[CH:10]=[C:11]2[C:16]=1[N:15]([C:17](=[O:19])[CH3:18])[CH:14]([CH:20]1[CH2:22][CH2:21]1)[CH:13]([CH3:23])[CH:12]2[NH:24][C:25]1[CH:30]=[CH:29][CH:28]=[C:27]([CH3:31])[N:26]=1)(=O)=O.C(N(CC)CC)C.C(O)=O.CO. Given the product [CH:20]1([C@H:14]2[C@H:13]([CH3:23])[C@@H:12]([NH:24][C:25]3[CH:30]=[CH:29][CH:28]=[C:27]([CH3:31])[N:26]=3)[C:11]3[C:16](=[CH:7][N:8]=[C:9]([N:32]4[CH2:37][CH2:36][O:35][CH2:34][CH2:33]4)[CH:10]=3)[N:15]2[C:17](=[O:19])[CH3:18])[CH2:22][CH2:21]1, predict the reactants needed to synthesize it. (5) Given the product [N:3]1[C:4]2[C:9](=[CH:8][CH:7]=[CH:6][CH:5]=2)[CH:10]=[CH:11][C:2]=1[N:12]1[CH2:17][CH2:16][CH:15]([CH2:18][CH2:19][OH:20])[CH2:14][CH2:13]1, predict the reactants needed to synthesize it. The reactants are: Cl[C:2]1[CH:11]=[CH:10][C:9]2[C:4](=[CH:5][CH:6]=[CH:7][CH:8]=2)[N:3]=1.[NH:12]1[CH2:17][CH2:16][CH:15]([CH2:18][CH2:19][OH:20])[CH2:14][CH2:13]1. (6) Given the product [CH3:1][O:2][C:3](=[O:14])[C:4]1[CH:9]=[CH:8][C:7]([O:10][S:23]([C:22]([F:35])([F:34])[F:21])(=[O:25])=[O:24])=[C:6]([N+:11]([O-:13])=[O:12])[CH:5]=1, predict the reactants needed to synthesize it. The reactants are: [CH3:1][O:2][C:3](=[O:14])[C:4]1[CH:9]=[CH:8][C:7]([OH:10])=[C:6]([N+:11]([O-:13])=[O:12])[CH:5]=1.N1C=CC=CC=1.[F:21][C:22]([F:35])([F:34])[S:23](O[S:23]([C:22]([F:35])([F:34])[F:21])(=[O:25])=[O:24])(=[O:25])=[O:24]. (7) Given the product [C:1]([O:5][C:6]([N:8]1[CH2:13][CH2:12][C:11]2[N:14]([CH2:27][CH2:28][CH2:29][N:30]3[CH2:35][CH2:34][N:33]([C:36]4[C:37]([Cl:45])=[CH:38][CH:39]=[CH:40][C:41]=4[NH2:42])[CH2:32][CH2:31]3)[N:15]=[C:16]([C:17]3[CH:18]=[CH:19][C:20]([C:23]([F:25])([F:26])[F:24])=[CH:21][CH:22]=3)[C:10]=2[CH2:9]1)=[O:7])([CH3:4])([CH3:2])[CH3:3], predict the reactants needed to synthesize it. The reactants are: [C:1]([O:5][C:6]([N:8]1[CH2:13][CH2:12][C:11]2[N:14]([CH2:27][CH2:28][CH2:29][N:30]3[CH2:35][CH2:34][N:33]([C:36]4[C:41]([N+:42]([O-])=O)=[CH:40][CH:39]=[CH:38][C:37]=4[Cl:45])[CH2:32][CH2:31]3)[N:15]=[C:16]([C:17]3[CH:22]=[CH:21][C:20]([C:23]([F:26])([F:25])[F:24])=[CH:19][CH:18]=3)[C:10]=2[CH2:9]1)=[O:7])([CH3:4])([CH3:3])[CH3:2].C(O)(=O)C.C([O-])(O)=O.[Na+].